Dataset: Reaction yield outcomes from USPTO patents with 853,638 reactions. Task: Predict the reaction yield, written as a fraction of the theoretical maximum amount of product (1.0 means a 100% yield; for example, 0.34 means a 34% yield). (1) The reactants are [Br:1][C:2]1[CH:10]=[CH:9][C:5]([C:6](O)=[O:7])=[C:4]([Cl:11])[CH:3]=1.B.C1COCC1.C([O-])([O-])=O.[K+].[K+].O. The catalyst is C1COCC1. The product is [Br:1][C:2]1[CH:10]=[CH:9][C:5]([CH2:6][OH:7])=[C:4]([Cl:11])[CH:3]=1. The yield is 0.500. (2) The reactants are [Cl:1][C:2]1[N:7]=[CH:6][C:5]2[CH:8]=[N:9][NH:10][C:4]=2[CH:3]=1.Br[C:12]1[CH:17]=[CH:16][CH:15]=[C:14]([F:18])[N:13]=1.CNCCNC.C(=O)([O-])[O-].[K+].[K+]. The catalyst is O1CCOCC1.[Cu](I)I. The product is [Cl:1][C:2]1[N:7]=[CH:6][C:5]2[CH:8]=[N:9][N:10]([C:12]3[CH:17]=[CH:16][CH:15]=[C:14]([F:18])[N:13]=3)[C:4]=2[CH:3]=1. The yield is 0.550. (3) The reactants are [NH2:1][C:2]1[CH:9]=[CH:8][CH:7]=[C:6]([O:10][CH2:11][CH2:12][CH2:13][CH2:14][S:15][CH3:16])[C:3]=1[C:4]#[N:5].[S:17](Cl)(=[O:20])(=[O:19])[NH2:18]. No catalyst specified. The product is [S:17]([NH:1][C:2]1[CH:9]=[CH:8][CH:7]=[C:6]([O:10][CH2:11][CH2:12][CH2:13][CH2:14][S:15][CH3:16])[C:3]=1[C:4]#[N:5])(=[O:20])(=[O:19])[NH2:18]. The yield is 0.660. (4) The reactants are [C:1]([O:5][C:6]([N:8]1[CH2:12][CH:11]([OH:13])[CH2:10][N:9]1[C:14]([O:16][CH2:17][C:18]1[CH:23]=[CH:22][CH:21]=[CH:20][CH:19]=1)=[O:15])=[O:7])([CH3:4])([CH3:3])[CH3:2].[CH3:24][C:25]([CH3:30])([CH3:29])[C:26](Cl)=[O:27].ClCCl. The catalyst is N1C=CC=CC=1.CN(C)C1C=CN=CC=1. The product is [C:1]([O:5][C:6]([N:8]1[CH2:12][CH:11]([O:13][C:26](=[O:27])[C:25]([CH3:30])([CH3:29])[CH3:24])[CH2:10][N:9]1[C:14]([O:16][CH2:17][C:18]1[CH:23]=[CH:22][CH:21]=[CH:20][CH:19]=1)=[O:15])=[O:7])([CH3:4])([CH3:2])[CH3:3]. The yield is 0.980. (5) The reactants are [Si:1]([O:18][CH:19]([C:21]1[N:22]=[N:23][NH:24][CH:25]=1)[CH3:20])([C:14]([CH3:17])([CH3:16])[CH3:15])([C:8]1[CH:13]=[CH:12][CH:11]=[CH:10][CH:9]=1)[C:2]1[CH:7]=[CH:6][CH:5]=[CH:4][CH:3]=1.[CH2:26]([O:33][C:34](=[O:54])[NH:35][C@@H:36]1[C:39](=[O:40])[N:38]([CH2:41][C:42]2[CH:47]=[CH:46][C:45]([O:48][CH3:49])=[CH:44][C:43]=2[O:50][CH3:51])[C@@H:37]1[CH2:52]O)[C:27]1[CH:32]=[CH:31][CH:30]=[CH:29][CH:28]=1.C1C=CC(P(C2C=CC=CC=2)C2C=CC=CC=2)=CC=1.CC(OC(/N=N/C(OC(C)C)=O)=O)C. The catalyst is C1COCC1. The product is [CH2:26]([O:33][C:34](=[O:54])[NH:35][C@@H:36]1[C:39](=[O:40])[N:38]([CH2:41][C:42]2[CH:47]=[CH:46][C:45]([O:48][CH3:49])=[CH:44][C:43]=2[O:50][CH3:51])[C@@H:37]1[CH2:52][N:23]1[N:22]=[C:21]([CH:19]([O:18][Si:1]([C:14]([CH3:15])([CH3:16])[CH3:17])([C:8]2[CH:13]=[CH:12][CH:11]=[CH:10][CH:9]=2)[C:2]2[CH:7]=[CH:6][CH:5]=[CH:4][CH:3]=2)[CH3:20])[CH:25]=[N:24]1)[C:27]1[CH:32]=[CH:31][CH:30]=[CH:29][CH:28]=1. The yield is 0.850.